From a dataset of Forward reaction prediction with 1.9M reactions from USPTO patents (1976-2016). Predict the product of the given reaction. (1) Given the reactants C(O[C:6]([N:8]1[CH2:13][CH2:12][C:11](=[C:14]([C:21]2[CH:26]=[CH:25][CH:24]=[CH:23][CH:22]=2)[C:15]2[NH:19][N:18]=[C:17]([CH3:20])[CH:16]=2)[CH2:10][CH2:9]1)=[O:7])(C)(C)C.C(O)(C(F)(F)F)=O.Cl.[CH3:35][O:36][C:37]1[CH:45]=[N:44][C:43]([N:46]2[CH:50]=[C:49]([CH3:51])[N:48]=[N:47]2)=[C:42]2[C:38]=1[C:39]([C:52](=[O:56])C(O)=O)=[CH:40][NH:41]2.C(N(CC)CC)(C)C.C1N(P(Cl)(N2C(=O)OCC2)=O)C(=O)OC1, predict the reaction product. The product is: [C:21]1([C:14](=[C:11]2[CH2:12][CH2:13][N:8]([C:6](=[O:7])[C:52]([C:39]3[C:38]4[C:42](=[C:43]([N:46]5[CH:50]=[C:49]([CH3:51])[N:48]=[N:47]5)[N:44]=[CH:45][C:37]=4[O:36][CH3:35])[NH:41][CH:40]=3)=[O:56])[CH2:9][CH2:10]2)[C:15]2[NH:19][N:18]=[C:17]([CH3:20])[CH:16]=2)[CH:26]=[CH:25][CH:24]=[CH:23][CH:22]=1. (2) Given the reactants [F:1][C:2]1[CH:8]=[CH:7][C:6]([N+:9]([O-:11])=[O:10])=[CH:5][C:3]=1[NH2:4].[C:12](OC(=O)C)(=[O:14])[CH3:13].S(=O)(=O)(O)O, predict the reaction product. The product is: [F:1][C:2]1[CH:8]=[CH:7][C:6]([N+:9]([O-:11])=[O:10])=[CH:5][C:3]=1[NH:4][C:12](=[O:14])[CH3:13]. (3) The product is: [CH3:1][O:2][CH2:3][CH2:4][N:5]1[CH2:10][CH2:9][N:8]([C:11]2[CH:12]=[CH:13][C:14]([NH:17][C:18]3[N:26]=[C:25]4[C:21]([N:22]=[CH:23][NH:24]4)=[C:20]([O:33][C:34]4[CH:35]=[C:36]([NH:40][C:41](=[O:44])[CH:42]=[CH2:43])[CH:37]=[CH:38][CH:39]=4)[N:19]=3)=[CH:15][CH:16]=2)[CH2:7][CH2:6]1. Given the reactants [CH3:1][O:2][CH2:3][CH2:4][N:5]1[CH2:10][CH2:9][N:8]([C:11]2[CH:16]=[CH:15][C:14]([NH:17][C:18]3[N:26]=[C:25]4[C:21]([N:22]=[CH:23][N:24]4C4CCCCO4)=[C:20]([O:33][C:34]4[CH:35]=[C:36]([NH:40][C:41](=[O:44])[CH:42]=[CH2:43])[CH:37]=[CH:38][CH:39]=4)[N:19]=3)=[CH:13][CH:12]=2)[CH2:7][CH2:6]1.Cl, predict the reaction product. (4) Given the reactants Br[C:2]1[C:11]2[C:6](=[CH:7][CH:8]=[C:9]([C:12]#[N:13])[CH:10]=2)[N:5]=[CH:4][CH:3]=1.C(OC(=O)[NH:20][C@@H:21]1[CH2:25][CH2:24][NH:23][CH2:22]1)(C)(C)C, predict the reaction product. The product is: [NH2:20][C@@H:21]1[CH2:25][CH2:24][N:23]([C:2]2[C:11]3[C:6](=[CH:7][CH:8]=[C:9]([C:12]#[N:13])[CH:10]=3)[N:5]=[CH:4][CH:3]=2)[CH2:22]1.